Dataset: Forward reaction prediction with 1.9M reactions from USPTO patents (1976-2016). Task: Predict the product of the given reaction. Given the reactants N#N.[F:3][C:4]([C:7]1[N:8]=[C:9]([CH2:12][N:13]2[CH:17]=[CH:16][C:15]([N+:18]([O-])=O)=[N:14]2)[S:10][CH:11]=1)([F:6])[CH3:5].[NH4+].[Cl-], predict the reaction product. The product is: [F:3][C:4]([C:7]1[N:8]=[C:9]([CH2:12][N:13]2[CH:17]=[CH:16][C:15]([NH2:18])=[N:14]2)[S:10][CH:11]=1)([F:6])[CH3:5].